Dataset: Forward reaction prediction with 1.9M reactions from USPTO patents (1976-2016). Task: Predict the product of the given reaction. (1) Given the reactants Cl.[CH3:2][O:3][C:4](=[O:17])[CH:5]([CH2:7][C:8]1[C:16]2[C:11](=[CH:12][CH:13]=[CH:14][CH:15]=2)[NH:10][CH:9]=1)[NH2:6].[N+:18]([C:21]1[CH:26]=[CH:25][C:24]([S:27](Cl)(=[O:29])=[O:28])=[CH:23][CH:22]=1)([O-:20])=[O:19], predict the reaction product. The product is: [N+:18]([C:21]1[CH:22]=[CH:23][C:24]([S:27]([NH:6][CH:5]([CH2:7][C:8]2[C:16]3[C:11](=[CH:12][CH:13]=[CH:14][CH:15]=3)[NH:10][CH:9]=2)[C:4]([O:3][CH3:2])=[O:17])(=[O:29])=[O:28])=[CH:25][CH:26]=1)([O-:20])=[O:19]. (2) Given the reactants C[O:2][C:3]1[CH:18]=[CH:17][C:6]([O:7][C:8]2[CH:16]=[CH:15][C:11]([C:12]([OH:14])=[O:13])=[CH:10][CH:9]=2)=[CH:5][CH:4]=1, predict the reaction product. The product is: [OH:2][C:3]1[CH:18]=[CH:17][C:6]([O:7][C:8]2[CH:16]=[CH:15][C:11]([C:12]([OH:14])=[O:13])=[CH:10][CH:9]=2)=[CH:5][CH:4]=1. (3) Given the reactants [CH:1]1([O:5][C:6]2[C:15](B3OC(C)(C)C(C)(C)O3)=[CH:14][CH:13]=[C:12]3[C:7]=2[CH2:8][CH2:9][C@H:10]([CH3:29])[N:11]3[C:25]([O:27][CH3:28])=[O:26])[CH2:4][CH2:3][CH2:2]1.Br[C:31]1[N:32]=[C:33]([N:36]2[CH2:39][CH:38]([OH:40])[CH2:37]2)[S:34][CH:35]=1.C(=O)([O-])[O-].[Na+].[Na+], predict the reaction product. The product is: [CH:1]1([O:5][C:6]2[C:15]([C:31]3[N:32]=[C:33]([N:36]4[CH2:39][CH:38]([OH:40])[CH2:37]4)[S:34][CH:35]=3)=[CH:14][CH:13]=[C:12]3[C:7]=2[CH2:8][CH2:9][C@H:10]([CH3:29])[N:11]3[C:25]([O:27][CH3:28])=[O:26])[CH2:4][CH2:3][CH2:2]1. (4) Given the reactants C(OC([N:8]([CH2:16][C:17]1[CH:22]=[CH:21][CH:20]=[C:19]([CH:23]2[CH2:28][CH2:27][N:26]([C:29](=[O:44])[C:30]3[CH:35]=[CH:34][CH:33]=[C:32]([C:36]#[C:37][C:38]4[CH:43]=[CH:42][CH:41]=[CH:40][CH:39]=4)[CH:31]=3)[CH2:25][CH2:24]2)[CH:18]=1)C(OC(C)(C)C)=O)=O)(C)(C)C.[ClH:45], predict the reaction product. The product is: [ClH:45].[C:38]1([C:37]#[C:36][C:32]2[CH:31]=[C:30]([CH:35]=[CH:34][CH:33]=2)[C:29]([N:26]2[CH2:25][CH2:24][CH:23]([C:19]3[CH:18]=[C:17]([CH:22]=[CH:21][CH:20]=3)[CH2:16][NH2:8])[CH2:28][CH2:27]2)=[O:44])[CH:39]=[CH:40][CH:41]=[CH:42][CH:43]=1. (5) Given the reactants [CH3:1][O:2][CH2:3][C:4](Cl)=O.[NH2:7][C:8]1[CH:9]=[N:10][C:11]2[C:16]([C:17]=1[SH:18])=[CH:15][CH:14]=[CH:13][CH:12]=2.[OH-].[Na+], predict the reaction product. The product is: [CH3:1][O:2][CH2:3][C:4]1[S:18][C:17]2[C:16]3[CH:15]=[CH:14][CH:13]=[CH:12][C:11]=3[N:10]=[CH:9][C:8]=2[N:7]=1. (6) Given the reactants [C:1](=O)([O-])[O-].[K+].[K+].O.[F:8][C:9]1[CH:14]=[CH:13][CH:12]=[CH:11][C:10]=1[N:15]1[C:19]([OH:20])=[CH:18][C:17]([C:21]([O:23][CH3:24])=[O:22])=[N:16]1.S(OC)(OC)(=O)=O, predict the reaction product. The product is: [F:8][C:9]1[CH:14]=[CH:13][CH:12]=[CH:11][C:10]=1[N:15]1[C:19]([O:20][CH3:1])=[CH:18][C:17]([C:21]([O:23][CH3:24])=[O:22])=[N:16]1.